Dataset: Catalyst prediction with 721,799 reactions and 888 catalyst types from USPTO. Task: Predict which catalyst facilitates the given reaction. (1) Reactant: F[C:2]1[CH:3]=[C:4]([OH:11])[CH:5]=[CH:6][C:7]=1[N+:8]([O-:10])=[O:9].[CH3:12][C:13]1[CH:14]=[C:15]([CH:17]=[C:18]([CH3:20])[CH:19]=1)[NH2:16]. Product: [CH3:12][C:13]1[CH:14]=[C:15]([NH:16][C:2]2[CH:3]=[C:4]([OH:11])[CH:5]=[CH:6][C:7]=2[N+:8]([O-:10])=[O:9])[CH:17]=[C:18]([CH3:20])[CH:19]=1. The catalyst class is: 13. (2) Reactant: [C:1]1(=[O:7])[CH2:6][CH2:5][CH2:4][CH2:3][CH2:2]1.[CH2:8]([Mg]Cl)[C:9]1[CH:14]=[CH:13][CH:12]=[CH:11][CH:10]=1. Product: [CH2:8]([C:1]1([OH:7])[CH2:6][CH2:5][CH2:4][CH2:3][CH2:2]1)[C:9]1[CH:14]=[CH:13][CH:12]=[CH:11][CH:10]=1. The catalyst class is: 305. (3) Reactant: [Li]CCCC.Br[C:7]1[CH:8]=[CH:9][C:10]([O:13][CH2:14][CH2:15][O:16][C:17]2[C:22]([Cl:23])=[CH:21][C:20]([CH3:24])=[CH:19][C:18]=2[Cl:25])=[N:11][CH:12]=1.CN([CH:29]=[O:30])C.[NH4+].[Cl-]. Product: [Cl:25][C:18]1[CH:19]=[C:20]([CH3:24])[CH:21]=[C:22]([Cl:23])[C:17]=1[O:16][CH2:15][CH2:14][O:13][C:10]1[N:11]=[CH:12][C:7]([CH:29]=[O:30])=[CH:8][CH:9]=1. The catalyst class is: 1. (4) Reactant: [Br:1][C:2]1[CH:7]=[CH:6][C:5]([CH:8]([NH:21][C:22]([N:24]2[CH2:29][CH2:28][C:27]([F:31])([F:30])[CH2:26][CH2:25]2)=O)[C:9]([C@@H:11]2[CH2:16][CH2:15][CH2:14][CH2:13][C@H:12]2[C:17]([O:19][CH3:20])=[O:18])=[O:10])=[CH:4][CH:3]=1. Product: [Br:1][C:2]1[CH:7]=[CH:6][C:5]([C:8]2[N:21]=[C:22]([N:24]3[CH2:25][CH2:26][C:27]([F:31])([F:30])[CH2:28][CH2:29]3)[O:10][C:9]=2[C@@H:11]2[CH2:16][CH2:15][CH2:14][CH2:13][C@H:12]2[C:17]([O:19][CH3:20])=[O:18])=[CH:4][CH:3]=1. The catalyst class is: 265. (5) Reactant: O.O.O.O.O.O.O.[Cl-].[Ce+3].[Cl-].[Cl-].[I-].[Na+].[OH:14][CH:15]([CH2:21][CH2:22][CH:23]=[C:24]([CH3:26])[CH3:25])[CH2:16][C:17]([O:19][CH3:20])=[O:18]. Product: [CH3:25][C:24]1([CH3:26])[O:14][CH:15]([CH2:16][C:17]([O:19][CH3:20])=[O:18])[CH2:21][CH2:22][CH2:23]1. The catalyst class is: 10. (6) The catalyst class is: 105. Reactant: [CH3:1][N:2]1[CH2:8][CH2:7][CH2:6][C:5]2[CH:9]=[CH:10][C:11]([NH:13]C(=O)OCC3C=CC=CC=3)=[CH:12][C:4]=2[CH2:3]1. Product: [CH3:1][N:2]1[CH2:8][CH2:7][CH2:6][C:5]2[CH:9]=[CH:10][C:11]([NH2:13])=[CH:12][C:4]=2[CH2:3]1.